Dataset: Full USPTO retrosynthesis dataset with 1.9M reactions from patents (1976-2016). Task: Predict the reactants needed to synthesize the given product. (1) Given the product [Br:1][C:2]1[CH:7]=[CH:6][C:5]([CH2:8][Cl:24])=[CH:4][C:3]=1[O:10][CH2:11][CH3:12], predict the reactants needed to synthesize it. The reactants are: [Br:1][C:2]1[CH:7]=[CH:6][C:5]([CH2:8]O)=[CH:4][C:3]=1[O:10][CH2:11][CH3:12].CCN(CC)CC.CS([Cl:24])(=O)=O.C([O-])(O)=O.[Na+]. (2) Given the product [ClH:20].[CH3:18][S:15]([C:10]1[CH:11]=[CH:12][CH:13]=[CH:14][C:9]=1[CH2:8][NH2:7])(=[O:16])=[O:17], predict the reactants needed to synthesize it. The reactants are: C(OC(=O)[NH:7][CH2:8][C:9]1[CH:14]=[CH:13][CH:12]=[CH:11][C:10]=1[S:15]([CH3:18])(=[O:17])=[O:16])(C)(C)C.[ClH:20]. (3) Given the product [Br:16][C:17]1[CH:22]=[C:21]([N:9]2[C:6]3=[N:7][CH:8]=[C:3]([O:2][CH3:1])[CH:4]=[C:5]3[C:11]([C:12]([O:14][CH3:15])=[O:13])=[N:10]2)[CH:20]=[CH:19][CH:18]=1, predict the reactants needed to synthesize it. The reactants are: [CH3:1][O:2][C:3]1[CH:4]=[C:5]2[C:11]([C:12]([O:14][CH3:15])=[O:13])=[N:10][NH:9][C:6]2=[N:7][CH:8]=1.[Br:16][C:17]1[CH:18]=[C:19](B(O)O)[CH:20]=[CH:21][CH:22]=1. (4) Given the product [Cl:9][C:10]1[CH:17]=[CH:16][CH:15]=[C:14]([F:18])[C:11]=1[C:12]1[N:1]=[C:2]2[C:7]([CH3:32])=[CH:6][CH:5]=[CH:4][N:3]2[C:20]=1[NH:19][C:21]1[CH:30]=[CH:29][C:24]2[O:25][CH2:26][CH2:27][O:28][C:23]=2[CH:22]=1, predict the reactants needed to synthesize it. The reactants are: [NH2:1][C:2]1[CH:7]=[C:6](C)[CH:5]=[CH:4][N:3]=1.[Cl:9][C:10]1[CH:17]=[CH:16][CH:15]=[C:14]([F:18])[C:11]=1[CH:12]=O.[N+:19]([C:21]1[CH:30]=[CH:29][C:24]2[O:25][CH2:26][CH2:27][O:28][C:23]=2[CH:22]=1)#[C-:20].O1CCOC[CH2:32]1. (5) The reactants are: [C:1]([C:4]1[C:5]([OH:14])=[C:6]([CH:10]=[C:11](Br)[CH:12]=1)[C:7]([OH:9])=[O:8])(=[O:3])[CH3:2]. Given the product [C:1]([C:4]1[C:5]([OH:14])=[C:6]([CH:10]=[CH:11][CH:12]=1)[C:7]([OH:9])=[O:8])(=[O:3])[CH3:2], predict the reactants needed to synthesize it. (6) Given the product [C:1]([N:20]1[CH:24]=[C:23]([CH2:25][CH2:26][CH2:27][CH2:28][CH2:29][N:30]2[C:38](=[O:39])[C:37]3[C:32](=[CH:33][CH:34]=[CH:35][CH:36]=3)[C:31]2=[O:40])[N:22]=[CH:21]1)([C:8]1[CH:13]=[CH:12][CH:11]=[CH:10][CH:9]=1)([C:14]1[CH:15]=[CH:16][CH:17]=[CH:18][CH:19]=1)[C:2]1[CH:7]=[CH:6][CH:5]=[CH:4][CH:3]=1, predict the reactants needed to synthesize it. The reactants are: [C:1]([N:20]1[CH:24]=[C:23]([CH:25]=[CH:26][CH2:27][CH2:28][CH2:29][N:30]2[C:38](=[O:39])[C:37]3[C:32](=[CH:33][CH:34]=[CH:35][CH:36]=3)[C:31]2=[O:40])[N:22]=[CH:21]1)([C:14]1[CH:19]=[CH:18][CH:17]=[CH:16][CH:15]=1)([C:8]1[CH:13]=[CH:12][CH:11]=[CH:10][CH:9]=1)[C:2]1[CH:7]=[CH:6][CH:5]=[CH:4][CH:3]=1. (7) Given the product [Cl:1][C:2]1[CH:3]=[C:4]([CH:20]=[CH:21][CH:22]=1)[CH2:5][O:6][C:7]1[CH:16]=[C:15]2[C:10]([CH:11]=[C:12]([C:17]([NH:32][CH2:31][CH2:30][NH:29][C:28](=[O:33])[O:27][C:23]([CH3:25])([CH3:24])[CH3:26])=[O:18])[CH:13]=[N:14]2)=[CH:9][CH:8]=1, predict the reactants needed to synthesize it. The reactants are: [Cl:1][C:2]1[CH:3]=[C:4]([CH:20]=[CH:21][CH:22]=1)[CH2:5][O:6][C:7]1[CH:16]=[C:15]2[C:10]([CH:11]=[C:12]([C:17](Cl)=[O:18])[CH:13]=[N:14]2)=[CH:9][CH:8]=1.[C:23]([O:27][C:28](=[O:33])[NH:29][CH2:30][CH2:31][NH2:32])([CH3:26])([CH3:25])[CH3:24].C(N(CC)CC)C. (8) Given the product [CH2:33]([N:21]1[CH:22]=[C:23]([C:25]2[CH:30]=[CH:29][C:28]([Cl:31])=[CH:27][C:26]=2[Cl:32])[N:24]=[C:20]1[C@@H:19]([NH:37][C:47]([NH:46][C:43]1[CH:44]=[CH:45][C:40]([F:39])=[CH:41][CH:42]=1)=[O:48])[CH2:18][C:15]1[CH:16]=[CH:17][C:12]([O:11][C:8]2[CH:9]=[CH:10][C:5]([C:4]([OH:3])=[O:38])=[CH:6][CH:7]=2)=[CH:13][CH:14]=1)[CH2:34][CH2:35][CH3:36], predict the reactants needed to synthesize it. The reactants are: Cl.C[O:3][C:4](=[O:38])[C:5]1[CH:10]=[CH:9][C:8]([O:11][C:12]2[CH:17]=[CH:16][C:15]([CH2:18][C@H:19]([NH2:37])[C:20]3[N:21]([CH2:33][CH2:34][CH2:35][CH3:36])[CH:22]=[C:23]([C:25]4[CH:30]=[CH:29][C:28]([Cl:31])=[CH:27][C:26]=4[Cl:32])[N:24]=3)=[CH:14][CH:13]=2)=[CH:7][CH:6]=1.[F:39][C:40]1[CH:45]=[CH:44][C:43]([N:46]=[C:47]=[O:48])=[CH:42][CH:41]=1.NC(N)=O.